Dataset: Reaction yield outcomes from USPTO patents with 853,638 reactions. Task: Predict the reaction yield, written as a fraction of the theoretical maximum amount of product (1.0 means a 100% yield; for example, 0.34 means a 34% yield). (1) The reactants are CC([O-])(C)C.[K+].CS(O[CH2:12][C:13]1[N:14]([C:22]([O:24][C:25]([CH3:28])([CH3:27])[CH3:26])=[O:23])[C:15]2[C:20]([CH:21]=1)=[CH:19][CH:18]=[CH:17][CH:16]=2)(=O)=O.[O:29]1[CH2:34][CH2:33][CH:32]([NH:35][C:36]2[N:41]=[C:40]([C:42]3[CH:47]=[CH:46][NH:45][C:44](=[O:48])[CH:43]=3)[CH:39]=[CH:38][N:37]=2)[CH2:31][CH2:30]1.O. The catalyst is [N+](CCCC)(CCCC)(CCCC)CCCC.[I-].C1COCC1.ClCCl.CC#N. The product is [O:48]=[C:44]1[CH:43]=[C:42]([C:40]2[CH:39]=[CH:38][N:37]=[C:36]([NH:35][CH:32]3[CH2:33][CH2:34][O:29][CH2:30][CH2:31]3)[N:41]=2)[CH:47]=[CH:46][N:45]1[CH2:12][C:13]1[N:14]([C:22]([O:24][C:25]([CH3:28])([CH3:27])[CH3:26])=[O:23])[C:15]2[C:20]([CH:21]=1)=[CH:19][CH:18]=[CH:17][CH:16]=2. The yield is 0.260. (2) The reactants are [Na].[CH2:2]([O:4][C:5](=[O:16])[CH2:6][S:7][CH2:8][CH2:9][CH2:10][C:11](OCC)=[O:12])[CH3:3].CC(O)=O. The catalyst is CCO.CCOCC. The yield is 0.340. The product is [O:12]=[C:11]1[CH2:10][CH2:9][CH2:8][S:7][CH:6]1[C:5]([O:4][CH2:2][CH3:3])=[O:16]. (3) The reactants are [F:1][C:2]([F:13])([F:12])[C:3]1[N:4]=[C:5]2[CH:10]=[N:9][CH:8]=[CH:7][N:6]2[CH:11]=1. The catalyst is CO.[Pd]. The product is [F:12][C:2]([F:1])([F:13])[C:3]1[N:4]=[C:5]2[CH2:10][NH:9][CH2:8][CH2:7][N:6]2[CH:11]=1. The yield is 0.958. (4) The reactants are C([O:8][C:9]1[CH:18]=[C:17]2[C:12]([C:13]([O:19][C:20]3[CH:25]=[C:24]([CH3:26])[C:23]([CH3:27])=[CH:22][C:21]=3[C:28](=[O:30])[CH3:29])=[CH:14][CH:15]=[N:16]2)=[CH:11][C:10]=1[O:31][CH3:32])C1C=CC=CC=1.CS(O)(=O)=O. The catalyst is FC(F)(F)C(O)=O. The product is [OH:8][C:9]1[CH:18]=[C:17]2[C:12]([C:13]([O:19][C:20]3[CH:25]=[C:24]([CH3:26])[C:23]([CH3:27])=[CH:22][C:21]=3[C:28](=[O:30])[CH3:29])=[CH:14][CH:15]=[N:16]2)=[CH:11][C:10]=1[O:31][CH3:32]. The yield is 0.830. (5) The reactants are [N+:1]([C:4]1[CH:12]=[C:11]2[C:7]([CH:8]=[C:9]([C:13]#[N:14])[NH:10]2)=[CH:6][CH:5]=1)([O-])=O. The catalyst is [Ni].CCO. The product is [NH2:1][C:4]1[CH:12]=[C:11]2[C:7]([CH:8]=[C:9]([C:13]#[N:14])[NH:10]2)=[CH:6][CH:5]=1. The yield is 0.490. (6) The reactants are Br[C:2]1[CH:3]=[CH:4][C:5]([F:10])=[C:6]([CH:9]=1)[C:7]#[N:8].[C:11]1([C:17]([C:20]2[CH:25]=[CH:24][CH:23]=[CH:22][CH:21]=2)=[N:18][NH2:19])[CH:16]=[CH:15][CH:14]=[CH:13][CH:12]=1.C([O-])([O-])=O.[Cs+].[Cs+]. The catalyst is C1(C)C=CC=CC=1.CC([O-])=O.CC([O-])=O.[Pd+2].C1C=CC(P(C2C=CC=CC=2)[C-]2C=CC=C2)=CC=1.C1C=CC(P(C2C=CC=CC=2)[C-]2C=CC=C2)=CC=1.[Fe+2]. The product is [C:11]1([C:17]([C:20]2[CH:25]=[CH:24][CH:23]=[CH:22][CH:21]=2)=[N:18][NH:19][C:2]2[CH:3]=[CH:4][C:5]([F:10])=[C:6]([CH:9]=2)[C:7]#[N:8])[CH:12]=[CH:13][CH:14]=[CH:15][CH:16]=1. The yield is 0.860. (7) The reactants are C[O:2][C:3]([C:5]1[CH:6]=[C:7]([Cl:24])[CH:8]=[C:9]2[C:14]=1[NH:13][CH:12]([C:15]1[CH:20]=[CH:19][CH:18]=[C:17]([NH2:21])[CH:16]=1)[C:11]([CH3:23])([CH3:22])[CH2:10]2)=[O:4].Cl. The catalyst is CO.O1CCCC1.[OH-].[Na+].O. The product is [NH2:21][C:17]1[CH:16]=[C:15]([CH:12]2[C:11]([CH3:23])([CH3:22])[CH2:10][C:9]3[C:14](=[C:5]([C:3]([OH:4])=[O:2])[CH:6]=[C:7]([Cl:24])[CH:8]=3)[NH:13]2)[CH:20]=[CH:19][CH:18]=1. The yield is 0.650. (8) The reactants are [Cl:1][C:2]1[CH:7]=[CH:6][C:5]([O:8][CH:9]2[CH2:13][CH:12]=[CH:11][CH2:10]2)=[C:4]([N+:14]([O-:16])=[O:15])[CH:3]=1.B1C2CCCC1CCC2.[OH-:26].[Na+].OO. The catalyst is C1COCC1.O.C(OCC)(=O)C. The product is [Cl:1][C:2]1[CH:7]=[CH:6][C:5]([O:8][CH:9]2[CH2:10][CH2:11][CH:12]([OH:26])[CH2:13]2)=[C:4]([N+:14]([O-:16])=[O:15])[CH:3]=1. The yield is 0.428.